From a dataset of Catalyst prediction with 721,799 reactions and 888 catalyst types from USPTO. Predict which catalyst facilitates the given reaction. (1) Reactant: [CH2:1]([S:3]([C:12]1[C:13]([C:22]2[N:34]([CH3:35])[C:25]3=[N:26][CH:27]=[C:28]([C:30]([F:33])([F:32])[F:31])[CH:29]=[C:24]3[N:23]=2)=[N:14][CH:15]=[C:16]([C:18]([F:21])([F:20])[F:19])[CH:17]=1)(=[O:11])=[N:4]C(=O)C(F)(F)F)[CH3:2].C(=O)([O-])[O-].[K+].[K+]. Product: [CH2:1]([S:3](=[NH:4])([C:12]1[C:13]([C:22]2[N:34]([CH3:35])[C:25]3=[N:26][CH:27]=[C:28]([C:30]([F:33])([F:32])[F:31])[CH:29]=[C:24]3[N:23]=2)=[N:14][CH:15]=[C:16]([C:18]([F:19])([F:20])[F:21])[CH:17]=1)=[O:11])[CH3:2]. The catalyst class is: 5. (2) Reactant: [O:1]1[C:5]2[CH:6]=[CH:7][C:8]([C:10]3[N:14]([C:15]4[CH:20]=[C:19]([Cl:21])[CH:18]=[CH:17][C:16]=4[Cl:22])[N:13]=[C:12]([CH2:23][C:24]4([C:32]5[CH:37]=[CH:36][CH:35]=[C:34]([Cl:38])[CH:33]=5)[O:28][C:27](C)(C)[O:26][C:25]4=[O:31])[CH:11]=3)=[CH:9][C:4]=2[O:3][CH2:2]1.C[O-].[Na+].O. Product: [CH3:27][O:26][C:25](=[O:31])[C:24]([C:32]1[CH:37]=[CH:36][CH:35]=[C:34]([Cl:38])[CH:33]=1)([OH:28])[CH2:23][C:12]1[CH:11]=[C:10]([C:8]2[CH:7]=[CH:6][C:5]3[O:1][CH2:2][O:3][C:4]=3[CH:9]=2)[N:14]([C:15]2[CH:20]=[C:19]([Cl:21])[CH:18]=[CH:17][C:16]=2[Cl:22])[N:13]=1. The catalyst class is: 5.